This data is from Forward reaction prediction with 1.9M reactions from USPTO patents (1976-2016). The task is: Predict the product of the given reaction. (1) Given the reactants C([O:3][C:4](=[O:25])[C@@H:5]([O:22][CH2:23][CH3:24])[CH2:6][C:7]1[CH:12]=[CH:11][C:10]([O:13][CH2:14][C:15]2[S:16][C:17](Br)=[CH:18][C:19]=2[CH3:20])=[CH:9][CH:8]=1)C.[CH3:26][O:27][C:28]1[CH:29]=[C:30](B(O)O)[CH:31]=[CH:32][C:33]=1OC, predict the reaction product. The product is: [CH3:26][O:27][C:28]1[CH:29]=[CH:30][C:31]([C:17]2[S:16][C:15]([CH2:14][O:13][C:10]3[CH:9]=[CH:8][C:7]([CH2:6][C@H:5]([O:22][CH2:23][CH3:24])[C:4]([OH:3])=[O:25])=[CH:12][CH:11]=3)=[C:19]([CH3:20])[CH:18]=2)=[CH:32][CH:33]=1. (2) Given the reactants C([BH3-])#N.[Na+].[NH:5]1[C:13]2[C:8](=[CH:9][C:10]([C:14]([O:16][CH3:17])=[O:15])=[CH:11][CH:12]=2)[CH:7]=[CH:6]1, predict the reaction product. The product is: [CH3:17][O:16][C:14]([C:10]1[CH:9]=[C:8]2[C:13](=[CH:12][CH:11]=1)[NH:5][CH2:6][CH2:7]2)=[O:15].